Dataset: Full USPTO retrosynthesis dataset with 1.9M reactions from patents (1976-2016). Task: Predict the reactants needed to synthesize the given product. Given the product [CH3:51][O:50][C:38]1[CH:39]=[C:40]([N:43]2[CH2:44][CH2:45][N:46]([CH3:49])[CH2:47][CH2:48]2)[CH:41]=[CH:42][C:37]=1[NH:36][C:33]1[N:32]=[CH:31][C:30]2=[CH:29][CH:28]=[C:27]([C:55]3[CH:56]=[CH:57][CH:58]=[CH:59][C:54]=3[O:53][CH3:52])[N:35]2[N:34]=1, predict the reactants needed to synthesize it. The reactants are: C1(P(C2C=CC=CC=2)C2C=CC=CC=2)C=CC=CC=1.O1CCOCC1.Br[C:27]1[N:35]2[C:30]([CH:31]=[N:32][C:33]([NH:36][C:37]3[CH:42]=[CH:41][C:40]([N:43]4[CH2:48][CH2:47][N:46]([CH3:49])[CH2:45][CH2:44]4)=[CH:39][C:38]=3[O:50][CH3:51])=[N:34]2)=[CH:29][CH:28]=1.[CH3:52][O:53][C:54]1[CH:59]=[CH:58][CH:57]=[CH:56][C:55]=1B(O)O.CN(C)C=O.C(=O)([O-])[O-].[Na+].[Na+].O.